From a dataset of Catalyst prediction with 721,799 reactions and 888 catalyst types from USPTO. Predict which catalyst facilitates the given reaction. (1) Reactant: [OH-].[Na+].[Br:3][C:4]1[CH:5]=[CH:6][C:7]2[N:8]([CH2:18][CH:19]([OH:24])[C:20]([O:22]C)=[O:21])[C:9]3[C:14]([C:15]=2[CH:16]=1)=[CH:13][C:12]([Br:17])=[CH:11][CH:10]=3. Product: [Br:17][C:12]1[CH:11]=[CH:10][C:9]2[N:8]([CH2:18][CH:19]([OH:24])[C:20]([OH:22])=[O:21])[C:7]3[C:15]([C:14]=2[CH:13]=1)=[CH:16][C:4]([Br:3])=[CH:5][CH:6]=3. The catalyst class is: 14. (2) Reactant: N1CCC(C2C3C(=C(C(N)=O)C=C(C4SC=CC=4)C=3)NC=2)CC1.[NH2:24][C:25]([C:27]1[CH:28]=[C:29]([C:49]2[CH:54]=[CH:53][C:52]([F:55])=[CH:51][C:50]=2[CH3:56])[CH:30]=[C:31]2[C:35]=1[NH:34][CH:33]=[C:32]2[CH:36]1[CH2:41][CH2:40][N:39](C(OC(C)(C)C)=O)[CH2:38][CH2:37]1)=[O:26].Cl. Product: [F:55][C:52]1[CH:53]=[CH:54][C:49]([C:29]2[CH:30]=[C:31]3[C:35](=[C:27]([C:25]([NH2:24])=[O:26])[CH:28]=2)[NH:34][CH:33]=[C:32]3[CH:36]2[CH2:41][CH2:40][NH:39][CH2:38][CH2:37]2)=[C:50]([CH3:56])[CH:51]=1. The catalyst class is: 5. (3) Reactant: [NH2:1][C:2]1[CH:7]=[CH:6][C:5]([CH2:8][C@H:9]([NH:28][C:29](=[O:31])[CH3:30])[C@@H:10]2[O:14][C:13](=[O:15])[N:12]([C:16]3([C:19]4[CH:24]=[CH:23][CH:22]=[C:21]([CH:25]([CH3:27])[CH3:26])[CH:20]=4)[CH2:18][CH2:17]3)[CH2:11]2)=[CH:4][CH:3]=1.Cl[C:33]1[CH:38]=[C:37]([C:39]2[CH:44]=[CH:43][CH:42]=[CH:41][CH:40]=2)[CH:36]=[CH:35][N:34]=1.C1(P(C2CCCCC2)C2C=CC=CC=2C2C=CC=CC=2N(C)C)CCCCC1.CC(C)([O-])C.[Na+]. Product: [CH:25]([C:21]1[CH:20]=[C:19]([C:16]2([N:12]3[CH2:11][C@H:10]([C@@H:9]([NH:28][C:29](=[O:31])[CH3:30])[CH2:8][C:5]4[CH:6]=[CH:7][C:2]([NH:1][C:33]5[CH:38]=[C:37]([C:39]6[CH:44]=[CH:43][CH:42]=[CH:41][CH:40]=6)[CH:36]=[CH:35][N:34]=5)=[CH:3][CH:4]=4)[O:14][C:13]3=[O:15])[CH2:18][CH2:17]2)[CH:24]=[CH:23][CH:22]=1)([CH3:27])[CH3:26]. The catalyst class is: 62. (4) Reactant: [CH3:1][C:2]1[CH:17]=[C:16]([CH3:18])[C:5]2[N:6]([CH2:10][C:11]([N:13]([CH3:15])[CH3:14])=[O:12])[C:7](=[O:9])[NH:8][C:4]=2[CH:3]=1.[H-].[Na+].O[CH2:22][C:23]1[CH:32]=[CH:31][C:30]2[C:25](=[CH:26][C:27]3[CH2:44][C@:34]4([C:42]5[C:37](=[N:38][CH:39]=[CH:40][CH:41]=5)[NH:36][C:35]4=[O:43])[CH2:33][C:28]=3[CH:29]=2)[N:24]=1. Product: [CH3:1][C:2]1[CH:17]=[C:16]([CH3:18])[C:5]2[N:6]([CH2:10][C:11]([N:13]([CH3:14])[CH3:15])=[O:12])[C:7](=[O:9])[N:8]([CH2:22][C:23]3[CH:32]=[CH:31][C:30]4[C:25](=[CH:26][C:27]5[CH2:44][C@:34]6([C:42]7[C:37](=[N:38][CH:39]=[CH:40][CH:41]=7)[NH:36][C:35]6=[O:43])[CH2:33][C:28]=5[CH:29]=4)[N:24]=3)[C:4]=2[CH:3]=1. The catalyst class is: 3. (5) Reactant: CS([C:5]1[N:6]=[CH:7][C:8]2[CH2:14][N:13]([C:15]([O:17][C:18]([CH3:21])([CH3:20])[CH3:19])=[O:16])[CH2:12][CH2:11][C:9]=2[N:10]=1)(=O)=O.Cl.[CH3:23][NH:24][CH3:25].CCN(C(C)C)C(C)C. Product: [CH3:23][N:24]([CH3:25])[C:5]1[N:6]=[CH:7][C:8]2[CH2:14][N:13]([C:15]([O:17][C:18]([CH3:21])([CH3:20])[CH3:19])=[O:16])[CH2:12][CH2:11][C:9]=2[N:10]=1. The catalyst class is: 179. (6) The catalyst class is: 84. Product: [CH3:31][O:30][C:28](=[O:29])[C:27]1[CH:32]=[C:33]([O:35][Si:7]([CH:14]([CH3:16])[CH3:15])([CH:11]([CH3:13])[CH3:12])[CH:8]([CH3:10])[CH3:9])[CH:34]=[C:25]([C:24]([O:23][CH3:22])=[O:36])[CH:26]=1. Reactant: N1C=CN=C1.Cl[Si:7]([CH:14]([CH3:16])[CH3:15])([CH:11]([CH3:13])[CH3:12])[CH:8]([CH3:10])[CH3:9].CN(C=O)C.[CH3:22][O:23][C:24](=[O:36])[C:25]1[CH:34]=[C:33]([OH:35])[CH:32]=[C:27]([C:28]([O:30][CH3:31])=[O:29])[CH:26]=1.